From a dataset of Reaction yield outcomes from USPTO patents with 853,638 reactions. Predict the reaction yield, written as a fraction of the theoretical maximum amount of product (1.0 means a 100% yield; for example, 0.34 means a 34% yield). (1) The reactants are I[C:2]1[C:10]2[C:5](=[N:6][CH:7]=[C:8]([C:11]3[CH:12]=[C:13]([O:17]S(C4C=CC(C)=CC=4)(=O)=O)[CH:14]=[CH:15][CH:16]=3)[CH:9]=2)[N:4](S(C2C=CC(C)=CC=2)(=O)=O)[CH:3]=1.C1(C)C=CC=CC=1P(C1C=CC=CC=1C)C1C=CC=CC=1C.C(N(CC)CC)C.[CH:67]([C:69]1[CH:74]=[CH:73][CH:72]=[CH:71][N:70]=1)=[CH2:68]. The catalyst is C([O-])(=O)C.[Pd+2].C([O-])(=O)C.CN(C=O)C. The product is [N:70]1[CH:71]=[CH:72][CH:73]=[CH:74][C:69]=1[CH:67]=[CH:68][C:2]1[C:10]2[C:5](=[N:6][CH:7]=[C:8]([C:11]3[CH:12]=[C:13]([OH:17])[CH:14]=[CH:15][CH:16]=3)[CH:9]=2)[NH:4][CH:3]=1. The yield is 0.350. (2) The reactants are [CH2:1]([C:5]1[O:6][C:7]2[CH:16]=[CH:15][CH:14]=[CH:13][C:8]=2[C:9]=1[C:10](Cl)=[O:11])[CH2:2][CH2:3][CH3:4].Br.[NH2:18][C:19]1[CH:24]=[CH:23][C:22]([C:25]2[CH:30]=[CH:29][C:28]([OH:31])=[CH:27][CH:26]=2)=[CH:21][CH:20]=1.C(N(CC)CC)C. The catalyst is C1COCC1. The product is [CH2:1]([C:5]1[O:6][C:7]2[CH:16]=[CH:15][CH:14]=[CH:13][C:8]=2[C:9]=1[C:10]([NH:18][C:19]1[CH:20]=[CH:21][C:22]([C:25]2[CH:30]=[CH:29][C:28]([OH:31])=[CH:27][CH:26]=2)=[CH:23][CH:24]=1)=[O:11])[CH2:2][CH2:3][CH3:4]. The yield is 0.480. (3) The reactants are C([O-])([O-])=O.[Cs+].[Cs+].CB1OB(C)OB(C)O1.[CH2:16](Cl)Cl.[NH2:19][C:20]1[CH:25]=[CH:24][C:23]([S:26]([F:31])([F:30])([F:29])([F:28])[F:27])=[CH:22][C:21]=1Br. The catalyst is C(COC)OC.CCOCC.Cl[Pd]Cl.O. The product is [NH2:19][C:20]1[CH:25]=[CH:24][C:23]([S:26]([F:31])([F:30])([F:29])([F:28])[F:27])=[CH:22][C:21]=1[CH3:16]. The yield is 0.760.